This data is from Retrosynthesis with 50K atom-mapped reactions and 10 reaction types from USPTO. The task is: Predict the reactants needed to synthesize the given product. (1) Given the product CSc1ncc(C#CC2CC2)c(C(=O)O)n1, predict the reactants needed to synthesize it. The reactants are: COC(=O)c1nc(SC)ncc1C#CC1CC1. (2) Given the product Cc1ccc(NC(=O)c2cccs2)cc1-c1ccc(C(=O)O)cc1, predict the reactants needed to synthesize it. The reactants are: CCOC(=O)c1ccc(-c2cc(NC(=O)c3cccs3)ccc2C)cc1. (3) Given the product CC(C)(C)OC(=O)N1CCC(c2ccc(OCCOCCc3ccccc3)cc2)C(O)C1, predict the reactants needed to synthesize it. The reactants are: CC(C)(C)OC(=O)N1CCC(c2ccc(O)cc2)C(O)C1.CS(=O)(=O)OCCOCCc1ccccc1. (4) Given the product NC(=O)CC[C@H](NC(=O)c1ccc(NC(Cn2ccnc2)c2ccc(F)cc2)cc1-c1ccccc1)C(=O)O, predict the reactants needed to synthesize it. The reactants are: CC(C)(C)OC(=O)[C@H](CCC(N)=O)NC(=O)c1ccc(NC(Cn2ccnc2)c2ccc(F)cc2)cc1-c1ccccc1.